This data is from Full USPTO retrosynthesis dataset with 1.9M reactions from patents (1976-2016). The task is: Predict the reactants needed to synthesize the given product. (1) Given the product [CH:1]1([N:4]2[C:8]3([CH2:9][CH2:10][CH2:11][CH2:12][CH2:13]3)[CH2:7][N:6]([C:14]3[CH:19]=[CH:18][C:17]([OH:20])=[CH:16][CH:15]=3)[C:5]2=[O:22])[CH2:2][CH2:3]1, predict the reactants needed to synthesize it. The reactants are: [CH:1]1([N:4]2[C:8]3([CH2:13][CH2:12][CH2:11][CH2:10][CH2:9]3)[CH2:7][N:6]([C:14]3[CH:19]=[CH:18][C:17]([O:20]C)=[CH:16][CH:15]=3)[C:5]2=[O:22])[CH2:3][CH2:2]1.B(Cl)(Cl)Cl. (2) Given the product [CH2:8]([O:7][CH2:6][CH:5]([NH:15][C:16](=[O:17])[O:18][CH2:19][C:20]1[CH:25]=[C:24]([O:26][CH3:27])[CH:23]=[CH:22][C:21]=1[O:28][CH3:29])[O:4][CH3:1])[C:9]1[CH:14]=[CH:13][CH:12]=[CH:11][CH:10]=1, predict the reactants needed to synthesize it. The reactants are: [C:1]([O:4][CH:5]([NH:15][C:16]([O:18][CH2:19][C:20]1[CH:25]=[C:24]([O:26][CH3:27])[CH:23]=[CH:22][C:21]=1[O:28][CH3:29])=[O:17])[CH2:6][O:7][CH2:8][C:9]1[CH:14]=[CH:13][CH:12]=[CH:11][CH:10]=1)(=O)C. (3) Given the product [CH2:1]([N:8]1[C:12]2[C:13](=[O:18])[N:14]([CH3:27])[CH:15]=[C:16]([Br:17])[C:11]=2[CH:10]=[C:9]1[C:19]([O:21][CH2:22][CH3:23])=[O:20])[C:2]1[CH:7]=[CH:6][CH:5]=[CH:4][CH:3]=1, predict the reactants needed to synthesize it. The reactants are: [CH2:1]([N:8]1[C:12]2[C:13](=[O:18])[NH:14][CH:15]=[C:16]([Br:17])[C:11]=2[CH:10]=[C:9]1[C:19]([O:21][CH2:22][CH3:23])=[O:20])[C:2]1[CH:7]=[CH:6][CH:5]=[CH:4][CH:3]=1.[H-].[Na+].I[CH3:27]. (4) Given the product [Br:1][C:2]1[CH:3]=[C:4]([CH:5]=[C:6]([C:8]([F:10])([F:11])[F:9])[CH:7]=1)[CH2:12][O:13][C:15]1[CH:20]=[CH:19][CH:18]=[CH:17][C:16]=1[CH2:21][C:22]([O:24][C:25]([CH3:28])([CH3:27])[CH3:26])=[O:23], predict the reactants needed to synthesize it. The reactants are: [Br:1][C:2]1[CH:3]=[C:4]([CH2:12][OH:13])[CH:5]=[C:6]([C:8]([F:11])([F:10])[F:9])[CH:7]=1.O[C:15]1[CH:20]=[CH:19][CH:18]=[CH:17][C:16]=1[CH2:21][C:22]([O:24][C:25]([CH3:28])([CH3:27])[CH3:26])=[O:23].C1C=CC(P(C2C=CC=CC=2)C2C=CC=CC=2)=CC=1.CC(OC(/N=N/C(OC(C)C)=O)=O)C. (5) Given the product [CH3:4][C:2]([O:5][C:6]([N:8]1[CH2:9][CH2:10][CH:11]([N:14]2[C:22]3[CH:21]=[C:20]([C:23]4[CH:28]=[CH:27][CH:26]=[CH:25][CH:24]=4)[CH:19]=[C:18]([C:29]([OH:31])=[O:30])[C:17]=3[CH:16]=[N:15]2)[CH2:12][CH2:13]1)=[O:7])([CH3:1])[CH3:3], predict the reactants needed to synthesize it. The reactants are: [CH3:1][C:2]([O:5][C:6]([N:8]1[CH2:13][CH2:12][CH:11]([N:14]2[C:22]3[CH:21]=[C:20]([C:23]4[CH:28]=[CH:27][CH:26]=[CH:25][CH:24]=4)[CH:19]=[C:18]([C:29]([O:31]C)=[O:30])[C:17]=3[CH:16]=[N:15]2)[CH2:10][CH2:9]1)=[O:7])([CH3:4])[CH3:3].[OH-].[Na+].O. (6) Given the product [F:26][C:15]1[CH:16]=[C:17]([C:20]2[CH:21]=[N:22][N:23]([CH3:25])[CH:24]=2)[CH:18]=[CH:19][C:14]=1[NH:13][C:12]1[C:6]2[CH2:5][N:4]([C:1](=[O:3])[CH3:2])[CH2:9][CH2:8][C:7]=2[N:10]([C:27]([CH3:33])([CH3:34])[CH2:28][OH:29])[N:11]=1, predict the reactants needed to synthesize it. The reactants are: [C:1]([N:4]1[CH2:9][CH2:8][C:7]2[N:10]([C:27]([CH3:34])([CH3:33])[C:28](OCC)=[O:29])[N:11]=[C:12]([NH:13][C:14]3[CH:19]=[CH:18][C:17]([C:20]4[CH:21]=[N:22][N:23]([CH3:25])[CH:24]=4)=[CH:16][C:15]=3[F:26])[C:6]=2[CH2:5]1)(=[O:3])[CH3:2].[Li+].[BH4-].[OH-].[Na+]. (7) The reactants are: [N+:1]([C:4]1[C:13]2[O:12][CH2:11][CH2:10][O:9][C:8]=2[CH:7]=[CH:6][CH:5]=1)([O-])=O.Cl. Given the product [O:9]1[C:8]2[CH:7]=[CH:6][CH:5]=[C:4]([NH2:1])[C:13]=2[O:12][CH2:11][CH2:10]1, predict the reactants needed to synthesize it. (8) Given the product [N:15]1[CH:16]=[CH:17][C:12]([C:11]2[CH:10]=[C:9]3[NH:18][C:20](=[O:21])[NH:19][C:8]3=[N:7][C:6]=2[C:2]2[S:1][CH:5]=[CH:4][CH:3]=2)=[CH:13][CH:14]=1, predict the reactants needed to synthesize it. The reactants are: [S:1]1[CH:5]=[CH:4][CH:3]=[C:2]1[C:6]1[C:11]([C:12]2[CH:17]=[CH:16][N:15]=[CH:14][CH:13]=2)=[CH:10][C:9]([NH2:18])=[C:8]([NH2:19])[N:7]=1.[C:20](C1NC=CN=1)(C1NC=CN=1)=[O:21].